The task is: Predict the reaction yield, written as a fraction of the theoretical maximum amount of product (1.0 means a 100% yield; for example, 0.34 means a 34% yield).. This data is from Reaction yield outcomes from USPTO patents with 853,638 reactions. (1) The reactants are COC[O:4][C:5]1[CH:12]=[CH:11][C:10]([CH3:13])=[CH:9][C:6]=1[CH:7]=[O:8].C[C:15]1[CH:22]=[CH:21][CH:20]=[C:19](C)[C:16]=1[CH:17]=O.Cl. The catalyst is O1CCCC1. The product is [C:5]1([C:17]([C:16]2[CH:15]=[CH:22][CH:21]=[CH:20][CH:19]=2)=[CH:17][C:16]2[CH:19]=[CH:20][C:21]([C:7]([C:6]3[CH:9]=[C:10]([CH3:13])[CH:11]=[CH:12][C:5]=3[OH:4])=[O:8])=[CH:22][CH:15]=2)[CH:12]=[CH:11][CH:10]=[CH:9][CH:6]=1. The yield is 0.840. (2) The reactants are Cl[C:2]1[C:3]([C:12]([O:14]CC)=[O:13])=[N:4][C:5]2[C:10]([N:11]=1)=[CH:9][CH:8]=[CH:7][CH:6]=2.[F:17][C:18]1[CH:23]=[CH:22][C:21]([OH:24])=[C:20]([O:25][CH3:26])[CH:19]=1.C([O-])([O-])=O.[Cs+].[Cs+].O. The catalyst is CN1C(=O)CCC1.Cl. The product is [F:17][C:18]1[CH:23]=[CH:22][C:21]([O:24][C:2]2[C:3]([C:12]([OH:14])=[O:13])=[N:4][C:5]3[C:10]([N:11]=2)=[CH:9][CH:8]=[CH:7][CH:6]=3)=[C:20]([O:25][CH3:26])[CH:19]=1. The yield is 0.900. (3) The product is [Si:23]([O:1][C:2]1[C:12]([CH2:13][CH2:14][CH3:15])=[CH:11][C:5]([C:6]([O:8][CH2:9][CH3:10])=[O:7])=[CH:4][C:3]=1[N+:16]([O-:18])=[O:17])([C:20]([CH3:22])([CH3:21])[CH3:19])([CH3:25])[CH3:24]. The catalyst is CN(C=O)C. The yield is 0.860. The reactants are [OH:1][C:2]1[C:12]([CH2:13][CH2:14][CH3:15])=[CH:11][C:5]([C:6]([O:8][CH2:9][CH3:10])=[O:7])=[CH:4][C:3]=1[N+:16]([O-:18])=[O:17].[CH3:19][C:20]([Si:23](Cl)([CH3:25])[CH3:24])([CH3:22])[CH3:21].N1C=CN=C1. (4) The product is [Cl:1][C:2]1[CH:7]=[CH:6][C:5]([CH:8]([C:32]2[N:36]([CH3:37])[CH:35]=[N:34][CH:33]=2)[C:9]2[CH:10]=[C:11]3[C:16](=[CH:17][CH:18]=2)[N:15]([CH3:19])[C:14](=[O:20])[CH:13]=[C:12]3[C:21]2[S:22][CH:23]=[C:24]([C:26]3[CH:31]=[CH:30][CH:29]=[CH:28][CH:27]=3)[N:25]=2)=[CH:4][CH:3]=1. The catalyst is C(N)=O.C(O)(=O)C. The reactants are [Cl:1][C:2]1[CH:7]=[CH:6][C:5]([C:8](O)([C:32]2[N:36]([CH3:37])[CH:35]=[N:34][CH:33]=2)[C:9]2[CH:10]=[C:11]3[C:16](=[CH:17][CH:18]=2)[N:15]([CH3:19])[C:14](=[O:20])[CH:13]=[C:12]3[C:21]2[S:22][CH:23]=[C:24]([C:26]3[CH:31]=[CH:30][CH:29]=[CH:28][CH:27]=3)[N:25]=2)=[CH:4][CH:3]=1.[NH4+].[OH-]. The yield is 0.700.